This data is from Catalyst prediction with 721,799 reactions and 888 catalyst types from USPTO. The task is: Predict which catalyst facilitates the given reaction. (1) Reactant: [CH2:1]([O:8][C:9]([N:11]([CH2:19][CH2:20][CH:21]1[C:29]2[C:24](=[CH:25][CH:26]=[CH:27][CH:28]=2)[NH:23][C:22]1=[O:30])[CH2:12][CH2:13]OS(C)(=O)=O)=[O:10])[C:2]1[CH:7]=[CH:6][CH:5]=[CH:4][CH:3]=1.[H-].[Na+].O. Product: [CH2:1]([O:8][C:9]([N:11]1[CH2:12][CH2:13][C:21]2([C:29]3[C:24](=[CH:25][CH:26]=[CH:27][CH:28]=3)[NH:23][C:22]2=[O:30])[CH2:20][CH2:19]1)=[O:10])[C:2]1[CH:7]=[CH:6][CH:5]=[CH:4][CH:3]=1. The catalyst class is: 9. (2) Reactant: C(O)=O.[Cl:4][C:5]1[CH:24]=[CH:23][C:8]([O:9][C:10]2[CH:11]=[C:12]([CH:20]=[CH:21][CH:22]=2)[O:13][CH2:14][CH2:15][CH:16]2[CH2:19][NH:18][CH2:17]2)=[CH:7][CH:6]=1.CC#N.C1([O:34][C:35](=O)[NH:36][C:37]2[N:41]3[N:42]=[CH:43][CH:44]=[CH:45][C:40]3=[N:39][CH:38]=2)C=CC=CC=1. Product: [N:39]1[CH:38]=[C:37]([NH:36][C:35]([N:18]2[CH2:17][CH:16]([CH2:15][CH2:14][O:13][C:12]3[CH:20]=[CH:21][CH:22]=[C:10]([O:9][C:8]4[CH:7]=[CH:6][C:5]([Cl:4])=[CH:24][CH:23]=4)[CH:11]=3)[CH2:19]2)=[O:34])[N:41]2[C:40]=1[CH:45]=[CH:44][CH:43]=[N:42]2. The catalyst class is: 25. (3) Reactant: [Cl:1][C:2]1[CH:7]=[CH:6][C:5]([C:8]([F:11])([F:10])[F:9])=[CH:4][C:3]=1[CH2:12][OH:13].[OH-].[Na+].S(OC)(O[CH3:20])(=O)=O. Product: [Cl:1][C:2]1[CH:7]=[CH:6][C:5]([C:8]([F:10])([F:11])[F:9])=[CH:4][C:3]=1[CH2:12][O:13][CH3:20]. The catalyst class is: 1. (4) Product: [CH3:12][O:13][C:14]1[CH:19]=[CH:18][C:17]([CH2:20][NH:21][C:2]2[N+:3]([O-:11])=[CH:4][CH:5]=[C:6]([N+:8]([O-:10])=[O:9])[CH:7]=2)=[CH:16][CH:15]=1. Reactant: Cl[C:2]1[CH:7]=[C:6]([N+:8]([O-:10])=[O:9])[CH:5]=[CH:4][N+:3]=1[O-:11].[CH3:12][O:13][C:14]1[CH:19]=[CH:18][C:17]([CH2:20][NH2:21])=[CH:16][CH:15]=1. The catalyst class is: 8. (5) Reactant: [Cl:1][C:2]1[CH:3]=[C:4]2[C:8](=[CH:9][CH:10]=1)[N:7]([C:11]1[N:15]([CH3:16])[N:14]=[C:13]([CH3:17])[C:12]=1[CH2:18][N:19]1C(=O)C3C(=CC=CC=3)C1=O)[CH:6]=[CH:5]2.NN. Product: [Cl:1][C:2]1[CH:3]=[C:4]2[C:8](=[CH:9][CH:10]=1)[N:7]([C:11]1[N:15]([CH3:16])[N:14]=[C:13]([CH3:17])[C:12]=1[CH2:18][NH2:19])[CH:6]=[CH:5]2. The catalyst class is: 7. (6) Reactant: [CH3:1][N:2]1[C:8]2[CH:9]=[CH:10][C:11]([C:13]3[CH:18]=[CH:17][C:16]([O:19][C:20]([F:23])([F:22])[F:21])=[CH:15][CH:14]=3)=[CH:12][C:7]=2[C:6](=[O:24])[NH:5][CH2:4][C:3]1=[O:25].[H-].[Na+].[H][H].Br[CH2:31][CH2:32][O:33][CH2:34][C:35]1[CH:40]=[CH:39][CH:38]=[CH:37][CH:36]=1. Product: [CH2:34]([O:33][CH2:32][CH2:31][N:5]1[C:6](=[O:24])[C:7]2[CH:12]=[C:11]([C:13]3[CH:14]=[CH:15][C:16]([O:19][C:20]([F:23])([F:21])[F:22])=[CH:17][CH:18]=3)[CH:10]=[CH:9][C:8]=2[N:2]([CH3:1])[C:3](=[O:25])[CH2:4]1)[C:35]1[CH:40]=[CH:39][CH:38]=[CH:37][CH:36]=1. The catalyst class is: 3. (7) Reactant: [NH2:1][C:2]1[N:7]=[C:6]([CH3:8])[C:5]([CH2:9][CH2:10][CH2:11][NH:12][CH2:13][C:14]2[CH:15]=[C:16]([CH2:20][C:21]([O:23][CH3:24])=[O:22])[CH:17]=[CH:18][CH:19]=2)=[C:4]([NH:25][CH2:26][CH2:27][CH2:28][CH2:29][CH3:30])[N:3]=1.[C:31]([O:38][CH3:39])(=[O:37])[CH2:32][CH2:33][C:34]([O-])=[O:35].CN(C(ON1N=NC2C=CC=NC1=2)=[N+](C)C)C.F[P-](F)(F)(F)(F)F. Product: [NH2:1][C:2]1[N:7]=[C:6]([CH3:8])[C:5]([CH2:9][CH2:10][CH2:11][N:12]([CH2:13][C:14]2[CH:19]=[CH:18][CH:17]=[C:16]([CH2:20][C:21]([O:23][CH3:24])=[O:22])[CH:15]=2)[C:34](=[O:35])[CH2:33][CH2:32][C:31]([O:38][CH3:39])=[O:37])=[C:4]([NH:25][CH2:26][CH2:27][CH2:28][CH2:29][CH3:30])[N:3]=1. The catalyst class is: 2. (8) Reactant: [C:9](O[C:9]([O:11][C:12]([CH3:15])([CH3:14])[CH3:13])=[O:10])([O:11][C:12]([CH3:15])([CH3:14])[CH3:13])=[O:10].[NH2:16][C:17]1[CH:22]=[CH:21][C:20]([CH2:23][CH2:24][OH:25])=[CH:19][CH:18]=1.C(N(CC)CC)C.O. Product: [OH:25][CH2:24][CH2:23][C:20]1[CH:21]=[CH:22][C:17]([NH:16][C:9](=[O:10])[O:11][C:12]([CH3:13])([CH3:14])[CH3:15])=[CH:18][CH:19]=1. The catalyst class is: 12. (9) Reactant: [CH2:1]([O:5][C:6]1[CH:11]=[CH:10][CH:9]=[CH:8][C:7]=1[CH:12]=[CH:13][C:14]([O:16][CH2:17][CH3:18])=[O:15])[CH:2]([CH3:4])[CH3:3].[H][H]. Product: [CH2:1]([O:5][C:6]1[CH:11]=[CH:10][CH:9]=[CH:8][C:7]=1[CH2:12][CH2:13][C:14]([O:16][CH2:17][CH3:18])=[O:15])[CH:2]([CH3:4])[CH3:3]. The catalyst class is: 178. (10) Reactant: [Br:1][C:2]1[N:7]=[CH:6][C:5]([OH:8])=[CH:4][CH:3]=1.[H-].[Na+].Br[CH2:12][C:13]1[CH:14]=[C:15]([CH:20]=[CH:21][CH:22]=1)[C:16]([O:18][CH3:19])=[O:17]. Product: [Br:1][C:2]1[N:7]=[CH:6][C:5]([O:8][CH2:12][C:13]2[CH:14]=[C:15]([CH:20]=[CH:21][CH:22]=2)[C:16]([O:18][CH3:19])=[O:17])=[CH:4][CH:3]=1. The catalyst class is: 3.